From a dataset of Catalyst prediction with 721,799 reactions and 888 catalyst types from USPTO. Predict which catalyst facilitates the given reaction. (1) Reactant: [OH:1][CH2:2][CH:3]1[CH2:7][O:6][C:5]2([C:16]3[CH:17]=[CH:18][CH:19]=[CH:20][C:15]=3[C:14]3[O:13][C:12]([CH3:22])([CH3:21])[CH2:11][CH2:10][C:9]=3[C:8]2=[O:23])[O:4]1.[CH3:24][S:25](Cl)(=[O:27])=[O:26].C(N(CC)CC)C. Product: [CH3:24][S:25]([O:1][CH2:2][CH:3]1[CH2:7][O:6][C:5]2([C:16]3[CH:17]=[CH:18][CH:19]=[CH:20][C:15]=3[C:14]3[O:13][C:12]([CH3:21])([CH3:22])[CH2:11][CH2:10][C:9]=3[C:8]2=[O:23])[O:4]1)(=[O:27])=[O:26]. The catalyst class is: 4. (2) Reactant: [Cl:1][C:2]1[CH:9]=[CH:8][CH:7]=[C:6]([C:10]2[CH:15]=[CH:14][N:13]=[CH:12][CH:11]=2)[C:3]=1[CH:4]=O.Cl.[NH2:17][OH:18]. Product: [Cl:1][C:2]1[CH:9]=[CH:8][CH:7]=[C:6]([C:10]2[CH:15]=[CH:14][N:13]=[CH:12][CH:11]=2)[C:3]=1[CH:4]=[N:17][OH:18]. The catalyst class is: 17. (3) Reactant: [Cl:1][C:2]1[C:3]([F:37])=[C:4]([C@@H:8]2[C@:12]([C:15]3[CH:20]=[CH:19][C:18]([Cl:21])=[CH:17][C:16]=3[F:22])([C:13]#[N:14])[C@H:11]([CH2:23][C:24]([CH3:27])([CH3:26])[CH3:25])[CH2:10][N:9]2[C:28]([NH:30][CH2:31][CH2:32][CH2:33][C:34]([OH:36])=O)=[O:29])[CH:5]=[CH:6][CH:7]=1.CC[N:40](C(C)C)C(C)C.CN(C(ON1N=NC2C=CC=NC1=2)=[N+](C)C)C.F[P-](F)(F)(F)(F)F.[Cl-].[NH4+]. Product: [C:34]([CH2:33][CH2:32][CH2:31][NH:30][C:28]([N:9]1[CH2:10][CH:11]([CH2:23][C:24]([CH3:25])([CH3:26])[CH3:27])[C:12]([C:15]2[CH:20]=[CH:19][C:18]([Cl:21])=[CH:17][C:16]=2[F:22])([C:13]#[N:14])[CH:8]1[C:4]1[CH:5]=[CH:6][CH:7]=[C:2]([Cl:1])[C:3]=1[F:37])=[O:29])(=[O:36])[NH2:40]. The catalyst class is: 9. (4) Reactant: CN(C(ON1N=NC2C=CC=NC1=2)=[N+](C)C)C.F[P-](F)(F)(F)(F)F.[Cl:25][C:26]1[CH:30]=[C:29]([CH:31]=[O:32])[NH:28][C:27]=1[C:33]([OH:35])=O.[NH2:36][CH2:37][C:38]1[C:39]([F:55])=[C:40]([O:45][C:46]2[CH:47]=[C:48]([CH:51]=[C:52]([Cl:54])[CH:53]=2)[C:49]#[N:50])[C:41]([Cl:44])=[CH:42][CH:43]=1.CCN(C(C)C)C(C)C. Product: [Cl:25][C:26]1[CH:30]=[C:29]([CH:31]=[O:32])[NH:28][C:27]=1[C:33]([NH:36][CH2:37][C:38]1[CH:43]=[CH:42][C:41]([Cl:44])=[C:40]([O:45][C:46]2[CH:47]=[C:48]([C:49]#[N:50])[CH:51]=[C:52]([Cl:54])[CH:53]=2)[C:39]=1[F:55])=[O:35]. The catalyst class is: 3. (5) Reactant: Cl[C:2]1[C:11]2[C:6](=[CH:7][CH:8]=[CH:9][CH:10]=2)[CH:5]=[CH:4][N:3]=1.[C:12]1(B(O)O)[CH:17]=[CH:16][CH:15]=[CH:14][CH:13]=1.COCCOC.C1(P(C2C=CC=CC=2)C2C=CC=CC=2)C=CC=CC=1. Product: [C:12]1([C:2]2[C:11]3[C:6](=[CH:7][CH:8]=[CH:9][CH:10]=3)[CH:5]=[CH:4][N:3]=2)[CH:17]=[CH:16][CH:15]=[CH:14][CH:13]=1. The catalyst class is: 13.